This data is from Retrosynthesis with 50K atom-mapped reactions and 10 reaction types from USPTO. The task is: Predict the reactants needed to synthesize the given product. (1) Given the product CS(=O)(=O)NC1CCN(Cc2ccccc2)CC1, predict the reactants needed to synthesize it. The reactants are: CS(=O)(=O)Cl.NC1CCN(Cc2ccccc2)CC1. (2) Given the product COc1ccnc(-n2cc(C#Cc3ccnc(Cl)c3)nc2C)n1, predict the reactants needed to synthesize it. The reactants are: COc1ccnc(Cl)n1.Cc1nc(C#Cc2ccnc(Cl)c2)c[nH]1. (3) The reactants are: C=O.CCn1cc(C(=O)O)c(=O)c2cc(F)c(N3CCNCC3)nc21. Given the product CCn1cc(C(=O)O)c(=O)c2cc(F)c(N3CCN(C)CC3)nc21, predict the reactants needed to synthesize it. (4) Given the product Cc1ncc2c(OCCO)cccc2n1, predict the reactants needed to synthesize it. The reactants are: Cc1ncc2c(F)cccc2n1.OCCO. (5) Given the product CC(C)[C@@H](NC(=O)OC(C)(C)C)C(=O)CCc1cccc(C#N)c1, predict the reactants needed to synthesize it. The reactants are: CC(C)[C@@H](NC(=O)OC(C)(C)C)C(=O)/C=C\c1cccc(C#N)c1. (6) Given the product CC(C)=CCC[C@@H](C)OS(C)(=O)=O, predict the reactants needed to synthesize it. The reactants are: CC(C)=CCC[C@@H](C)O.CS(=O)(=O)Cl.